Dataset: Ames mutagenicity test results for genotoxicity prediction. Task: Regression/Classification. Given a drug SMILES string, predict its toxicity properties. Task type varies by dataset: regression for continuous values (e.g., LD50, hERG inhibition percentage) or binary classification for toxic/non-toxic outcomes (e.g., AMES mutagenicity, cardiotoxicity, hepatotoxicity). Dataset: ames. (1) The compound is CCOP(O)(=NC(C)C)Oc1ccc(SC)c(C)c1. The result is 0 (non-mutagenic). (2) The molecule is N#CCc1ccccc1[N+](=O)[O-]. The result is 1 (mutagenic). (3) The molecule is N#CCl. The result is 0 (non-mutagenic). (4) The molecule is CC(=O)N(O)c1ccccc1. The result is 0 (non-mutagenic). (5) The compound is Nc1cc2ccccc2c2ccccc12. The result is 1 (mutagenic).